Predict which catalyst facilitates the given reaction. From a dataset of Catalyst prediction with 721,799 reactions and 888 catalyst types from USPTO. (1) Reactant: [CH2:1]([O:8][C:9]1[C:10]([NH:17][C:18]2[S:19][CH:20]=[C:21]([CH3:23])[N:22]=2)=[N:11][CH:12]=[C:13]([S:15][CH3:16])[CH:14]=1)[C:2]1[CH:7]=[CH:6][CH:5]=[CH:4][CH:3]=1.C1C=C([Cl:30])C=C(C(OO)=[O:32])C=1.Cl. Product: [ClH:30].[CH2:1]([O:8][C:9]1[C:10]([NH:17][C:18]2[S:19][CH:20]=[C:21]([CH3:23])[N:22]=2)=[N:11][CH:12]=[C:13]([S:15]([CH3:16])=[O:32])[CH:14]=1)[C:2]1[CH:3]=[CH:4][CH:5]=[CH:6][CH:7]=1. The catalyst class is: 158. (2) Product: [Cl:22][C:20]1[C:19]([C:7](=[O:6])[CH3:8])=[CH:18][CH:11]=[C:10]([Cl:9])[N:21]=1. The catalyst class is: 1. Reactant: C[Mg]Br.CC[O:6][CH2:7][CH3:8].[Cl:9][C:10]1[N:21]=[C:20]([Cl:22])[CH:19]=[CH:18][C:11]=1C(N(OC)C)=O. (3) Reactant: [C:1]([N:5]1[C:10](=[O:11])[C:9]([C:12]2[CH:17]=[CH:16][CH:15]=[CH:14][CH:13]=2)=[C:8](Cl)[CH:7]=[N:6]1)([CH3:4])([CH3:3])[CH3:2].C([Sn](CCCC)(CCCC)[C:24]([O:26][CH2:27][CH3:28])=[CH2:25])CCC. Product: [C:1]([N:5]1[C:10](=[O:11])[C:9]([C:12]2[CH:17]=[CH:16][CH:15]=[CH:14][CH:13]=2)=[C:8]([C:24]([O:26][CH2:27][CH3:28])=[CH2:25])[CH:7]=[N:6]1)([CH3:4])([CH3:3])[CH3:2]. The catalyst class is: 747.